The task is: Predict the reaction yield, written as a fraction of the theoretical maximum amount of product (1.0 means a 100% yield; for example, 0.34 means a 34% yield).. This data is from Reaction yield outcomes from USPTO patents with 853,638 reactions. (1) The reactants are [CH2:1]([O:8][C:9]([N:11]1[CH2:20][CH2:19][C:14]2([CH2:17][C:16](=[O:18])[CH2:15]2)[CH2:13][CH2:12]1)=[O:10])[C:2]1[CH:7]=[CH:6][CH:5]=[CH:4][CH:3]=1.[CH3:21][Mg]Br.C1(C)C=CC=CC=1.C1COCC1. The catalyst is C1COCC1. The product is [CH2:1]([O:8][C:9]([N:11]1[CH2:12][CH2:13][C:14]2([CH2:17][C:16]([OH:18])([CH3:21])[CH2:15]2)[CH2:19][CH2:20]1)=[O:10])[C:2]1[CH:3]=[CH:4][CH:5]=[CH:6][CH:7]=1. The yield is 0.550. (2) The reactants are Cl[CH2:2][C:3]1[CH:4]=[C:5]2[C:9](=[CH:10][CH:11]=1)[CH2:8][CH2:7][CH2:6]2.[C-:12]#[N:13].[Na+]. The catalyst is CS(C)=O. The product is [CH2:8]1[C:9]2[C:5](=[CH:4][C:3]([CH2:2][C:12]#[N:13])=[CH:11][CH:10]=2)[CH2:6][CH2:7]1. The yield is 0.970. (3) The reactants are Br[C:2]1[N:6]2[CH2:7][CH2:8][CH2:9][N:10]([CH3:12])[CH2:11][C:5]2=[C:4]([C:13]([NH:15][C@@H:16]([C:21]([CH3:24])([CH3:23])[CH3:22])[C:17]([NH:19][CH3:20])=[O:18])=[O:14])[N:3]=1.[C:25]([Si:29]([CH3:45])([CH3:44])[O:30][CH2:31][CH2:32]/[CH:33]=[CH:34]/B1OC(C)(C)C(C)(C)O1)([CH3:28])([CH3:27])[CH3:26].C([O-])([O-])=O.[K+].[K+].O. The catalyst is O1CCOCC1.CCOC(C)=O.C1C=CC([P]([Pd]([P](C2C=CC=CC=2)(C2C=CC=CC=2)C2C=CC=CC=2)([P](C2C=CC=CC=2)(C2C=CC=CC=2)C2C=CC=CC=2)[P](C2C=CC=CC=2)(C2C=CC=CC=2)C2C=CC=CC=2)(C2C=CC=CC=2)C2C=CC=CC=2)=CC=1. The product is [Si:29]([O:30][CH2:31][CH2:32]/[CH:33]=[CH:34]/[C:2]1[N:6]2[CH2:7][CH2:8][CH2:9][N:10]([CH3:12])[CH2:11][C:5]2=[C:4]([C:13]([NH:15][C@@H:16]([C:21]([CH3:24])([CH3:23])[CH3:22])[C:17]([NH:19][CH3:20])=[O:18])=[O:14])[N:3]=1)([C:25]([CH3:26])([CH3:27])[CH3:28])([CH3:44])[CH3:45]. The yield is 0.990. (4) The reactants are O.[NH2:2][NH2:3].[CH:4]([C:7]1[O:11][N:10]=[C:9]([C:12]([O:14]CC)=O)[CH:8]=1)([CH3:6])[CH3:5]. The catalyst is CCO. The product is [CH:4]([C:7]1[O:11][N:10]=[C:9]([C:12]([NH:2][NH2:3])=[O:14])[CH:8]=1)([CH3:6])[CH3:5]. The yield is 0.880. (5) The reactants are O.[C:2]1([CH:8]([CH3:11])[C:9]#[N:10])[CH:7]=[CH:6][CH:5]=[CH:4][CH:3]=1.[ClH:12].[H][H]. The catalyst is C(O)C. The product is [ClH:12].[C:2]1([CH:8]([CH3:11])[CH2:9][NH2:10])[CH:7]=[CH:6][CH:5]=[CH:4][CH:3]=1. The yield is 0.762.